Dataset: Full USPTO retrosynthesis dataset with 1.9M reactions from patents (1976-2016). Task: Predict the reactants needed to synthesize the given product. (1) Given the product [CH:16]1([C:15]2[O:14][N:13]=[C:12]([C:19]3[CH:24]=[CH:23][CH:22]=[CH:21][C:20]=3[O:25][C:26]([F:28])([F:29])[F:27])[C:11]=2[CH2:10][O:9][CH:6]2[CH2:5][CH2:4][N:3]([C:2]3[N:1]=[C:32]([C:34]4[CH:35]=[CH:36][C:37]([C:38]([OH:40])=[O:39])=[CH:42][CH:43]=4)[O:31][N:30]=3)[CH2:8][CH2:7]2)[CH2:17][CH2:18]1, predict the reactants needed to synthesize it. The reactants are: [NH2:1][C:2](=[N:30][O:31][C:32]([C:34]1[CH:43]=[CH:42][C:37]([C:38]([O:40]C)=[O:39])=[CH:36][CH:35]=1)=O)[N:3]1[CH2:8][CH2:7][CH:6]([O:9][CH2:10][C:11]2[C:12]([C:19]3[CH:24]=[CH:23][CH:22]=[CH:21][C:20]=3[O:25][C:26]([F:29])([F:28])[F:27])=[N:13][O:14][C:15]=2[CH:16]2[CH2:18][CH2:17]2)[CH2:5][CH2:4]1.C1COCC1.[OH-].[Li+].Cl. (2) Given the product [NH2:20][C:16]1[N:15]=[C:14]([N:7]2[C:6]3[CH:21]=[C:2]([Br:1])[CH:3]=[CH:4][C:5]=3[N:9]=[C:8]2[O:33][CH2:28][CH:29]([OH:32])[CH2:30][OH:31])[CH:19]=[CH:18][N:17]=1, predict the reactants needed to synthesize it. The reactants are: [Br:1][C:2]1[CH:3]=[CH:4][C:5]2[N:9]=[C:8](C(Cl)(Cl)Cl)[N:7]([C:14]3[CH:19]=[CH:18][N:17]=[C:16]([NH2:20])[N:15]=3)[C:6]=2[CH:21]=1.C(=O)([O-])[O-].[Cs+].[Cs+].[CH2:28]([OH:33])[CH:29]([OH:32])[CH2:30][OH:31]. (3) Given the product [CH3:17][O:11][C:10](=[O:12])[C:9]1[C:4]([N+:1]([O-:3])=[O:2])=[CH:5][CH:6]=[CH:7][CH:8]=1, predict the reactants needed to synthesize it. The reactants are: [N+:1]([C:4]1[C:9]([C:10]([OH:12])=[O:11])=[CH:8][CH:7]=[CH:6][CH:5]=1)([O-:3])=[O:2].S(Cl)(Cl)=O.[CH:17]1C=CC=CC=1. (4) Given the product [CH3:11][C:9]([C:6]1[CH:7]=[CH:8][C:3]([OH:2])=[CH:4][CH:5]=1)([C:12]1[CH:13]=[CH:14][C:15]([OH:18])=[CH:16][CH:17]=1)[CH3:10].[C:19]([OH:20])([OH:23])=[O:1], predict the reactants needed to synthesize it. The reactants are: [OH2:1].[OH:2][C:3]1[CH:8]=[CH:7][C:6]([C:9]([C:12]2[CH:17]=[CH:16][C:15]([OH:18])=[CH:14][CH:13]=2)([CH3:11])[CH3:10])=[CH:5][CH:4]=1.[C:19](Cl)(Cl)=[O:20].[OH-:23].[Na+]. (5) Given the product [Br:11][C:9]1[CH:8]=[CH:7][C:3]2[C:4](=[O:6])[O:5][C:13](=[O:15])[NH:1][C:2]=2[CH:10]=1, predict the reactants needed to synthesize it. The reactants are: [NH2:1][C:2]1[CH:10]=[C:9]([Br:11])[CH:8]=[CH:7][C:3]=1[C:4]([OH:6])=[O:5].Cl[C:13](Cl)([O:15]C(=O)OC(Cl)(Cl)Cl)Cl.O. (6) Given the product [OH:22][C:19]1[CH:20]=[CH:21][C:12]([NH:11][S:7]([C:1]2[CH:6]=[CH:5][CH:4]=[CH:3][CH:2]=2)(=[O:9])=[O:8])=[C:13]([CH:18]=1)[C:14]([O:16][CH3:17])=[O:15], predict the reactants needed to synthesize it. The reactants are: [C:1]1([S:7](Cl)(=[O:9])=[O:8])[CH:6]=[CH:5][CH:4]=[CH:3][CH:2]=1.[NH2:11][C:12]1[CH:21]=[CH:20][C:19]([OH:22])=[CH:18][C:13]=1[C:14]([O:16][CH3:17])=[O:15].O. (7) Given the product [C:24]([CH:22]([NH:23][C:2]1[C:11]([C:12]([OH:14])=[O:13])=[CH:10][C:9]2[C:4](=[C:5]([Cl:16])[CH:6]=[C:7]([Cl:15])[CH:8]=2)[N:3]=1)[CH2:21][C:20]1[CH:27]=[CH:28][CH:29]=[C:18]([OH:17])[CH:19]=1)([OH:26])=[O:25], predict the reactants needed to synthesize it. The reactants are: Cl[C:2]1[C:11]([C:12]([OH:14])=[O:13])=[CH:10][C:9]2[C:4](=[C:5]([Cl:16])[CH:6]=[C:7]([Cl:15])[CH:8]=2)[N:3]=1.[OH:17][C:18]1[CH:19]=[C:20]([CH:27]=[CH:28][CH:29]=1)[CH2:21][CH:22]([C:24]([OH:26])=[O:25])[NH2:23]. (8) Given the product [CH2:1]([S:8][C:10]1[CH:19]=[C:18]([Cl:20])[CH:17]=[C:16]2[C:11]=1[N:12]=[CH:13][CH:14]=[N:15]2)[C:2]1[CH:7]=[CH:6][CH:5]=[CH:4][CH:3]=1, predict the reactants needed to synthesize it. The reactants are: [CH2:1]([SH:8])[C:2]1[CH:7]=[CH:6][CH:5]=[CH:4][CH:3]=1.Br[C:10]1[CH:19]=[C:18]([Cl:20])[CH:17]=[C:16]2[C:11]=1[N:12]=[CH:13][CH:14]=[N:15]2.C(=O)([O-])[O-].[Cs+].[Cs+]. (9) Given the product [OH:6][CH:7]([C:8]1[CH:9]=[CH:10][CH:11]=[CH:12][CH:13]=1)[C:14]1[CH:15]=[CH:16][C:17]([NH:20][C:21]([C@H:23]2[O:27][N:26]=[C:25]([C:28]3[CH:29]=[N:30][CH:31]=[CH:32][CH:33]=3)[CH2:24]2)=[O:22])=[CH:18][CH:19]=1, predict the reactants needed to synthesize it. The reactants are: [OH-].[Na+].C([O:6][C@H:7]([C:14]1[CH:19]=[CH:18][C:17]([NH:20][C:21]([CH:23]2[O:27][N:26]=[C:25]([C:28]3[CH:29]=[N:30][CH:31]=[CH:32][CH:33]=3)[CH2:24]2)=[O:22])=[CH:16][CH:15]=1)[C:8]1[CH:13]=[CH:12][CH:11]=[CH:10][CH:9]=1)(=O)C. (10) Given the product [OH:25][N:26]=[CH:1][C:3]1[CH:4]=[C:5]2[C:9](=[CH:10][CH:11]=1)[C:8]1([CH2:14][N:13]([C:15]([O:17][C:18]([CH3:21])([CH3:20])[CH3:19])=[O:16])[CH2:12]1)[O:7][CH2:6]2, predict the reactants needed to synthesize it. The reactants are: [CH:1]([C:3]1[CH:4]=[C:5]2[C:9](=[CH:10][CH:11]=1)[C:8]1([CH2:14][N:13]([C:15]([O:17][C:18]([CH3:21])([CH3:20])[CH3:19])=[O:16])[CH2:12]1)[O:7][CH2:6]2)=O.CO.Cl.[OH:25][NH2:26].C([O-])(=O)C.[Na+].